Dataset: NCI-60 drug combinations with 297,098 pairs across 59 cell lines. Task: Regression. Given two drug SMILES strings and cell line genomic features, predict the synergy score measuring deviation from expected non-interaction effect. (1) Drug 2: CC1=C2C(C(=O)C3(C(CC4C(C3C(C(C2(C)C)(CC1OC(=O)C(C(C5=CC=CC=C5)NC(=O)C6=CC=CC=C6)O)O)OC(=O)C7=CC=CC=C7)(CO4)OC(=O)C)O)C)OC(=O)C. Drug 1: CN(C)C1=NC(=NC(=N1)N(C)C)N(C)C. Synergy scores: CSS=37.7, Synergy_ZIP=1.26, Synergy_Bliss=1.71, Synergy_Loewe=-42.8, Synergy_HSA=-0.998. Cell line: SW-620. (2) Drug 1: CCC1(CC2CC(C3=C(CCN(C2)C1)C4=CC=CC=C4N3)(C5=C(C=C6C(=C5)C78CCN9C7C(C=CC9)(C(C(C8N6C=O)(C(=O)OC)O)OC(=O)C)CC)OC)C(=O)OC)O.OS(=O)(=O)O. Drug 2: COCCOC1=C(C=C2C(=C1)C(=NC=N2)NC3=CC=CC(=C3)C#C)OCCOC.Cl. Cell line: NCI-H522. Synergy scores: CSS=43.9, Synergy_ZIP=-2.72, Synergy_Bliss=-1.50, Synergy_Loewe=-1.35, Synergy_HSA=-0.913. (3) Drug 1: CC1C(C(CC(O1)OC2CC(OC(C2O)C)OC3=CC4=CC5=C(C(=O)C(C(C5)C(C(=O)C(C(C)O)O)OC)OC6CC(C(C(O6)C)O)OC7CC(C(C(O7)C)O)OC8CC(C(C(O8)C)O)(C)O)C(=C4C(=C3C)O)O)O)O. Drug 2: CC12CCC3C(C1CCC2O)C(CC4=C3C=CC(=C4)O)CCCCCCCCCS(=O)CCCC(C(F)(F)F)(F)F. Cell line: RPMI-8226. Synergy scores: CSS=49.8, Synergy_ZIP=0.227, Synergy_Bliss=-1.05, Synergy_Loewe=-30.0, Synergy_HSA=-0.516. (4) Drug 1: CC1=C2C(C(=O)C3(C(CC4C(C3C(C(C2(C)C)(CC1OC(=O)C(C(C5=CC=CC=C5)NC(=O)OC(C)(C)C)O)O)OC(=O)C6=CC=CC=C6)(CO4)OC(=O)C)O)C)O. Drug 2: C(=O)(N)NO. Cell line: HOP-92. Synergy scores: CSS=3.24, Synergy_ZIP=-2.23, Synergy_Bliss=-5.70, Synergy_Loewe=-1.09, Synergy_HSA=-6.03. (5) Cell line: NCI-H460. Drug 1: CCC1(CC2CC(C3=C(CCN(C2)C1)C4=CC=CC=C4N3)(C5=C(C=C6C(=C5)C78CCN9C7C(C=CC9)(C(C(C8N6C=O)(C(=O)OC)O)OC(=O)C)CC)OC)C(=O)OC)O.OS(=O)(=O)O. Synergy scores: CSS=26.0, Synergy_ZIP=-0.209, Synergy_Bliss=-0.0762, Synergy_Loewe=-1.96, Synergy_HSA=-1.14. Drug 2: C1CCC(C(C1)N)N.C(=O)(C(=O)[O-])[O-].[Pt+4]. (6) Drug 1: CC12CCC3C(C1CCC2O)C(CC4=C3C=CC(=C4)O)CCCCCCCCCS(=O)CCCC(C(F)(F)F)(F)F. Synergy scores: CSS=33.6, Synergy_ZIP=-0.365, Synergy_Bliss=1.30, Synergy_Loewe=-10.4, Synergy_HSA=3.93. Cell line: RPMI-8226. Drug 2: CC1=C(C(=O)C2=C(C1=O)N3CC4C(C3(C2COC(=O)N)OC)N4)N.